From a dataset of Full USPTO retrosynthesis dataset with 1.9M reactions from patents (1976-2016). Predict the reactants needed to synthesize the given product. (1) Given the product [Cl:1][C:2]1[CH:3]=[C:4]2[C:9](=[CH:10][CH:11]=1)[N:8]=[CH:7][CH:6]=[C:5]2[N:12]1[CH2:13][CH2:14][N:15]([C:26]([NH:25][C:22]2[CH:23]=[CH:24][C:19]([F:18])=[CH:20][CH:21]=2)=[O:27])[CH2:16][CH2:17]1, predict the reactants needed to synthesize it. The reactants are: [Cl:1][C:2]1[CH:3]=[C:4]2[C:9](=[CH:10][CH:11]=1)[N:8]=[CH:7][CH:6]=[C:5]2[N:12]1[CH2:17][CH2:16][NH:15][CH2:14][CH2:13]1.[F:18][C:19]1[CH:24]=[CH:23][C:22]([N:25]=[C:26]=[O:27])=[CH:21][CH:20]=1.CCCCCC.CCOC(C)=O. (2) Given the product [C:1]([C:5]1[CH:6]=[C:7]([NH:18][C:19]([NH:21][C@@H:22]2[C:31]3[C:26](=[CH:27][CH:28]=[CH:29][CH:30]=3)[C@H:25]([O:32][C:33]3[CH:34]=[CH:35][C:36]4[N:37]([C:39]([N:42]5[CH2:47][CH2:46][CH2:45][CH2:44][C@@H:43]5[CH3:48])=[N:40][N:41]=4)[CH:38]=3)[CH2:24][CH2:23]2)=[O:20])[N:8]([C:10]2[CH:15]=[CH:14][C:13]([CH2:16][N:49]3[CH2:54][CH2:53][O:52][CH2:51][CH2:50]3)=[CH:12][CH:11]=2)[N:9]=1)([CH3:4])([CH3:2])[CH3:3], predict the reactants needed to synthesize it. The reactants are: [C:1]([C:5]1[CH:6]=[C:7]([NH:18][C:19]([NH:21][C@@H:22]2[C:31]3[C:26](=[CH:27][CH:28]=[CH:29][CH:30]=3)[C@H:25]([O:32][C:33]3[CH:34]=[CH:35][C:36]4[N:37]([C:39]([N:42]5[CH2:47][CH2:46][CH2:45][CH2:44][C@@H:43]5[CH3:48])=[N:40][N:41]=4)[CH:38]=3)[CH2:24][CH2:23]2)=[O:20])[N:8]([C:10]2[CH:15]=[CH:14][C:13]([CH:16]=O)=[CH:12][CH:11]=2)[N:9]=1)([CH3:4])([CH3:3])[CH3:2].[NH:49]1[CH2:54][CH2:53][O:52][CH2:51][CH2:50]1.C(O[BH-](OC(=O)C)OC(=O)C)(=O)C.[Na+].O. (3) Given the product [CH:16]1([S:19]([C:22]2[CH:23]=[CH:24][C:25]([CH:28]([C:36]3[NH:40][C:39]([C:41]4[N:46]=[CH:45][C:44]([CH:47]([OH:48])[CH2:1][S:2]([CH3:5])(=[O:4])=[O:3])=[CH:43][CH:42]=4)=[CH:38][CH:37]=3)[CH2:29][CH:30]3[CH2:31][CH2:32][O:33][CH2:34][CH2:35]3)=[CH:26][CH:27]=2)(=[O:21])=[O:20])[CH2:18][CH2:17]1, predict the reactants needed to synthesize it. The reactants are: [CH3:1][S:2]([CH3:5])(=[O:4])=[O:3].C[Si](C)(C)[N-][Si](C)(C)C.[Li+].[CH:16]1([S:19]([C:22]2[CH:27]=[CH:26][C:25]([CH:28]([C:36]3[NH:40][C:39]([C:41]4[N:46]=[CH:45][C:44]([CH:47]=[O:48])=[CH:43][CH:42]=4)=[CH:38][CH:37]=3)[CH2:29][CH:30]3[CH2:35][CH2:34][O:33][CH2:32][CH2:31]3)=[CH:24][CH:23]=2)(=[O:21])=[O:20])[CH2:18][CH2:17]1.O. (4) Given the product [C:15]([C:10]1[CH:11]=[C:12]([CH3:13])[C:7]([C:6]([NH:5][C:1]([CH3:3])([CH3:2])[CH3:4])=[O:20])=[C:8]([F:19])[CH:9]=1)([CH3:18])([CH3:16])[CH3:17], predict the reactants needed to synthesize it. The reactants are: [C:1]([NH:5][C:6](=[O:20])[C:7]1[C:12]([CH2:13]O)=[CH:11][C:10]([C:15]([CH3:18])([CH3:17])[CH3:16])=[CH:9][C:8]=1[F:19])([CH3:4])([CH3:3])[CH3:2]. (5) Given the product [Cl:5][C:6]1[S:10][C:9]([C:11]([O:13][CH3:14])=[O:12])=[CH:8][C:7]=1[N+:1]([O-:4])=[O:2], predict the reactants needed to synthesize it. The reactants are: [N+:1]([O-:4])(O)=[O:2].[Cl:5][C:6]1[S:10][C:9]([C:11]([O:13][CH3:14])=[O:12])=[CH:8][CH:7]=1.